From a dataset of Merck oncology drug combination screen with 23,052 pairs across 39 cell lines. Regression. Given two drug SMILES strings and cell line genomic features, predict the synergy score measuring deviation from expected non-interaction effect. (1) Drug 1: N#Cc1ccc(Cn2cncc2CN2CCN(c3cccc(Cl)c3)C(=O)C2)cc1. Drug 2: CCc1c2c(nc3ccc(O)cc13)-c1cc3c(c(=O)n1C2)COC(=O)C3(O)CC. Cell line: HCT116. Synergy scores: synergy=-0.832. (2) Synergy scores: synergy=-15.1. Cell line: COLO320DM. Drug 2: CCc1cnn2c(NCc3ccc[n+]([O-])c3)cc(N3CCCCC3CCO)nc12. Drug 1: NC(=O)c1cccc2cn(-c3ccc(C4CCCNC4)cc3)nc12. (3) Drug 1: COC12C(COC(N)=O)C3=C(C(=O)C(C)=C(N)C3=O)N1CC1NC12. Drug 2: CC(C)CC(NC(=O)C(Cc1ccccc1)NC(=O)c1cnccn1)B(O)O. Cell line: OVCAR3. Synergy scores: synergy=1.57. (4) Drug 1: Cn1nnc2c(C(N)=O)ncn2c1=O. Drug 2: Cc1nc(Nc2ncc(C(=O)Nc3c(C)cccc3Cl)s2)cc(N2CCN(CCO)CC2)n1. Cell line: UACC62. Synergy scores: synergy=-10.5. (5) Drug 1: C#Cc1cccc(Nc2ncnc3cc(OCCOC)c(OCCOC)cc23)c1. Drug 2: COC1=C2CC(C)CC(OC)C(O)C(C)C=C(C)C(OC(N)=O)C(OC)C=CC=C(C)C(=O)NC(=CC1=O)C2=O. Cell line: DLD1. Synergy scores: synergy=31.7. (6) Drug 1: COc1cc(C2c3cc4c(cc3C(OC3OC5COC(C)OC5C(O)C3O)C3COC(=O)C23)OCO4)cc(OC)c1O. Drug 2: O=C(NOCC(O)CO)c1ccc(F)c(F)c1Nc1ccc(I)cc1F. Cell line: DLD1. Synergy scores: synergy=7.13. (7) Drug 1: COc1cc(C2c3cc4c(cc3C(OC3OC5COC(C)OC5C(O)C3O)C3COC(=O)C23)OCO4)cc(OC)c1O. Drug 2: CS(=O)(=O)CCNCc1ccc(-c2ccc3ncnc(Nc4ccc(OCc5cccc(F)c5)c(Cl)c4)c3c2)o1. Cell line: EFM192B. Synergy scores: synergy=-1.48. (8) Drug 1: O=P1(N(CCCl)CCCl)NCCCO1. Drug 2: O=C(CCCCCCC(=O)Nc1ccccc1)NO. Cell line: KPL1. Synergy scores: synergy=18.6.